From a dataset of Full USPTO retrosynthesis dataset with 1.9M reactions from patents (1976-2016). Predict the reactants needed to synthesize the given product. (1) Given the product [Cl:1][C:2]1[CH:3]=[CH:4][C:5]([CH2:8][O:9][C:10]2[CH:15]=[CH:14][N:13]([C:16]3[CH:17]=[N:18][C:19]([N:28]4[CH2:29][CH2:30][C@@H:26]([N:25]([CH3:31])[CH3:24])[CH2:27]4)=[CH:20][CH:21]=3)[C:12](=[O:23])[CH:11]=2)=[N:6][CH:7]=1, predict the reactants needed to synthesize it. The reactants are: [Cl:1][C:2]1[CH:3]=[CH:4][C:5]([CH2:8][O:9][C:10]2[CH:15]=[CH:14][N:13]([C:16]3[CH:17]=[N:18][C:19](F)=[CH:20][CH:21]=3)[C:12](=[O:23])[CH:11]=2)=[N:6][CH:7]=1.[CH3:24][N:25]([CH3:31])[C@@H:26]1[CH2:30][CH2:29][NH:28][CH2:27]1.C([O-])([O-])=O.[K+].[K+]. (2) Given the product [CH3:31][O:32][CH2:33][C:34]([N:20]1[CH2:21][CH2:22][CH2:23][CH:18]([CH2:17][N:14]2[C:12]3=[N:13][C:8]([NH:7][C:5]4[CH:4]=[N:3][N:2]([CH3:1])[CH:6]=4)=[N:9][CH:10]=[C:11]3[CH:16]=[N:15]2)[CH2:19]1)=[O:35], predict the reactants needed to synthesize it. The reactants are: [CH3:1][N:2]1[CH:6]=[C:5]([NH:7][C:8]2[N:13]=[C:12]3[N:14]([CH2:17][CH:18]4[CH2:23][CH2:22][CH2:21][NH:20][CH2:19]4)[N:15]=[CH:16][C:11]3=[CH:10][N:9]=2)[CH:4]=[N:3]1.C(N(CC)CC)C.[CH3:31][O:32][CH2:33][C:34](Cl)=[O:35]. (3) Given the product [F:19][C:20]1[CH:21]=[CH:22][C:23]([CH:26]([C:32]2[CH:37]=[N:36][C:35]([N:38]3[CH2:39][CH2:40][N:41]([C:44]([O:46][C:47]([CH3:50])([CH3:49])[CH3:48])=[O:45])[CH2:42][CH2:43]3)=[N:34][CH:33]=2)[C:27]([O:29][CH3:30])=[O:28])=[CH:24][CH:25]=1, predict the reactants needed to synthesize it. The reactants are: C1(NC2CCCCC2)CCCCC1.[Li]CCCC.[F:19][C:20]1[CH:25]=[CH:24][C:23]([CH2:26][C:27]([O:29][CH3:30])=[O:28])=[CH:22][CH:21]=1.Br[C:32]1[CH:33]=[N:34][C:35]([N:38]2[CH2:43][CH2:42][N:41]([C:44]([O:46][C:47]([CH3:50])([CH3:49])[CH3:48])=[O:45])[CH2:40][CH2:39]2)=[N:36][CH:37]=1.P(C(C)(C)C)(C(C)(C)C)C(C)(C)C. (4) Given the product [C:19]([C:9]1[C@@H:10]([C:11]2[CH:16]=[CH:15][C:14]([C:17]#[N:18])=[CH:13][CH:12]=2)[N:5]2[N:4]=[C:3]([NH:2][C:33](=[O:37])[CH:34]([CH3:36])[CH3:35])[N:32]=[C:6]2[N:7]([C:22]2[CH:27]=[CH:26][CH:25]=[C:24]([C:28]([F:29])([F:31])[F:30])[CH:23]=2)[C:8]=1[CH3:21])#[N:20], predict the reactants needed to synthesize it. The reactants are: Cl.[NH2:2][C:3]1[N:32]=[C:6]2[N:7]([C:22]3[CH:27]=[CH:26][CH:25]=[C:24]([C:28]([F:31])([F:30])[F:29])[CH:23]=3)[C:8]([CH3:21])=[C:9]([C:19]#[N:20])[C@@H:10]([C:11]3[CH:16]=[CH:15][C:14]([C:17]#[N:18])=[CH:13][CH:12]=3)[N:5]2[N:4]=1.[C:33](Cl)(=[O:37])[CH:34]([CH3:36])[CH3:35]. (5) Given the product [Cl:1][C:2]1[CH:3]=[CH:4][C:5]([O:35][CH:36]([F:38])[F:37])=[C:6]([C:8]2[C:12]([NH:13][C:14]([C:16]3[CH:17]=[N:18][N:19]4[CH:24]=[CH:23][CH:22]=[N:21][C:20]=34)=[O:15])=[CH:11][N:10]([CH2:25][C:26]([N:27]3[CH2:32][CH2:31][CH:30]([NH:49][CH2:48][C:45]4([C:44]#[N:43])[CH2:47][CH2:46]4)[CH2:29][CH2:28]3)=[O:34])[N:9]=2)[CH:7]=1, predict the reactants needed to synthesize it. The reactants are: [Cl:1][C:2]1[CH:3]=[CH:4][C:5]([O:35][CH:36]([F:38])[F:37])=[C:6]([C:8]2[C:12]([NH:13][C:14]([C:16]3[CH:17]=[N:18][N:19]4[CH:24]=[CH:23][CH:22]=[N:21][C:20]=34)=[O:15])=[CH:11][N:10]([CH2:25][C:26](=[O:34])[N:27]3[CH2:32][CH2:31][C:30](=O)[CH2:29][CH2:28]3)[N:9]=2)[CH:7]=1.C(O)(=O)C.[NH2:43][CH2:44][C:45]1([C:48]#[N:49])[CH2:47][CH2:46]1.[Na]. (6) Given the product [CH2:1]([O:3][C:4]1[CH:5]=[C:6]2[C:11](=[C:12]3[CH2:16][C:15]([CH3:18])([CH3:17])[O:14][C:13]=13)[C:10]([C:19]1[CH:20]=[CH:21][C:22](/[CH:25]=[CH:26]/[C:27]([OH:29])=[O:28])=[CH:23][CH:24]=1)=[N:9][C:8]([CH3:31])([CH3:32])[CH2:7]2)[CH3:2], predict the reactants needed to synthesize it. The reactants are: [CH2:1]([O:3][C:4]1[CH:5]=[C:6]2[C:11](=[C:12]3[CH2:16][C:15]([CH3:18])([CH3:17])[O:14][C:13]=13)[C:10]([C:19]1[CH:24]=[CH:23][C:22](/[CH:25]=[CH:26]/[C:27]([O:29]C)=[O:28])=[CH:21][CH:20]=1)=[N:9][C:8]([CH3:32])([CH3:31])[CH2:7]2)[CH3:2].[OH-].[Na+].Cl. (7) Given the product [CH3:11][C:9]1[CH:10]=[C:2]([C:18]#[N:19])[C:3]2[CH:4]=[N:5][N:6]([CH:12]3[CH2:17][CH2:16][CH2:15][CH2:14][O:13]3)[C:7]=2[CH:8]=1, predict the reactants needed to synthesize it. The reactants are: Br[C:2]1[CH:10]=[C:9]([CH3:11])[CH:8]=[C:7]2[C:3]=1[CH:4]=[N:5][N:6]2[CH:12]1[CH2:17][CH2:16][CH2:15][CH2:14][O:13]1.[CH3:18][N:19]1C(=O)CCC1. (8) Given the product [CH2:16]([S:8][C:4]1[CH:3]=[C:2]([CH:7]=[CH:6][CH:5]=1)[NH2:1])[CH3:17], predict the reactants needed to synthesize it. The reactants are: [NH2:1][C:2]1[CH:3]=[C:4]([SH:8])[CH:5]=[CH:6][CH:7]=1.C(=O)([O-])[O-].[K+].[K+].I[CH2:16][CH3:17]. (9) Given the product [CH3:8][O:9][C:10](=[O:44])[CH2:11][C:12]1[CH:13]=[N:14][CH:15]=[C:16]([C:18]2[CH:19]=[CH:20][C:21]([C:24]([CH2:42][CH3:43])([C:27]3[CH:32]=[CH:31][C:30]([C:46]#[C:45][C:47]4([OH:53])[CH2:52][CH2:51][CH2:50][CH2:49][CH2:48]4)=[C:29]([CH3:41])[CH:28]=3)[CH2:25][CH3:26])=[CH:22][CH:23]=2)[CH:17]=1, predict the reactants needed to synthesize it. The reactants are: C(N(CC)CC)C.[CH3:8][O:9][C:10](=[O:44])[CH2:11][C:12]1[CH:13]=[N:14][CH:15]=[C:16]([C:18]2[CH:23]=[CH:22][C:21]([C:24]([CH2:42][CH3:43])([C:27]3[CH:32]=[CH:31][C:30](OS(C(F)(F)F)(=O)=O)=[C:29]([CH3:41])[CH:28]=3)[CH2:25][CH3:26])=[CH:20][CH:19]=2)[CH:17]=1.[C:45]([C:47]1([OH:53])[CH2:52][CH2:51][CH2:50][CH2:49][CH2:48]1)#[CH:46].